From a dataset of Full USPTO retrosynthesis dataset with 1.9M reactions from patents (1976-2016). Predict the reactants needed to synthesize the given product. (1) Given the product [CH3:1][O:2][C:3]1[CH:4]=[CH:5][C:6]2[C:10]([O:11][C:12]3[CH:17]=[CH:16][C:15](/[CH:18]=[CH:19]/[C:20]4[NH:22][N:38]=[N:37][N:36]=4)=[CH:14][CH:13]=3)=[C:9]([C:23]3[CH:24]=[CH:25][C:26]([O:29][CH3:30])=[CH:27][CH:28]=3)[S:8][C:7]=2[CH:31]=1, predict the reactants needed to synthesize it. The reactants are: [CH3:1][O:2][C:3]1[CH:4]=[CH:5][C:6]2[C:10]([O:11][C:12]3[CH:17]=[CH:16][C:15](/[CH:18]=[CH:19]/[C:20]([NH2:22])=O)=[CH:14][CH:13]=3)=[C:9]([C:23]3[CH:28]=[CH:27][C:26]([O:29][CH3:30])=[CH:25][CH:24]=3)[S:8][C:7]=2[CH:31]=1.[Si]([N:36]=[N+:37]=[N-:38])(C)(C)C. (2) Given the product [Br:1][C:2]1[CH:3]=[C:4]([CH:5]=[CH:6][CH:7]=1)[O:8][CH2:16][C:11]1[CH:12]=[CH:13][CH:14]=[CH:15][N:10]=1, predict the reactants needed to synthesize it. The reactants are: [Br:1][C:2]1[CH:3]=[C:4]([OH:8])[CH:5]=[CH:6][CH:7]=1.Cl.[N:10]1[CH:15]=[CH:14][CH:13]=[CH:12][C:11]=1[CH2:16]Cl.C(=O)([O-])[O-].[K+].[K+]. (3) Given the product [OH:1][C@H:2]([CH:6]([CH3:8])[CH3:7])[C:3]([O:5][CH3:9])=[O:4], predict the reactants needed to synthesize it. The reactants are: [OH:1][C@H:2]([CH:6]([CH3:8])[CH3:7])[C:3]([OH:5])=[O:4].[CH3:9]O. (4) Given the product [N:23]([CH:26]1[C:32](=[O:33])[CH2:31][CH2:30][N:29]([C:34]([O:36][CH2:37][C:38]2[CH:43]=[CH:42][CH:41]=[CH:40][CH:39]=2)=[O:35])[CH2:28][CH2:27]1)=[N+:24]=[N-:25], predict the reactants needed to synthesize it. The reactants are: CC(OI1(OC(C)=O)(OC(C)=O)OC(=O)C2C=CC=CC1=2)=O.[N:23]([CH:26]1[CH:32]([OH:33])[CH2:31][CH2:30][N:29]([C:34]([O:36][CH2:37][C:38]2[CH:43]=[CH:42][CH:41]=[CH:40][CH:39]=2)=[O:35])[CH2:28][CH2:27]1)=[N+:24]=[N-:25]. (5) Given the product [C:14]([O:18][C:19](=[O:47])[N:20]([CH2:24][CH2:25][CH2:26][N:27]1[C:31]([NH:32][C:1](=[O:3])[CH3:2])=[C:30]([C:33](=[O:35])[NH2:34])[N:29]=[C:28]1[S:36][C:37]1[C:45]([I:46])=[CH:44][C:40]2[O:41][CH2:42][O:43][C:39]=2[CH:38]=1)[CH:21]([CH3:22])[CH3:23])([CH3:16])([CH3:17])[CH3:15], predict the reactants needed to synthesize it. The reactants are: [C:1](Cl)(=[O:3])[CH3:2].C(N(C(C)C)CC)(C)C.[C:14]([O:18][C:19](=[O:47])[N:20]([CH2:24][CH2:25][CH2:26][N:27]1[C:31]([NH2:32])=[C:30]([C:33](=[O:35])[NH2:34])[N:29]=[C:28]1[S:36][C:37]1[C:45]([I:46])=[CH:44][C:40]2[O:41][CH2:42][O:43][C:39]=2[CH:38]=1)[CH:21]([CH3:23])[CH3:22])([CH3:17])([CH3:16])[CH3:15]. (6) Given the product [CH3:1][O:2][C:3]([C:5]1[CH:10]=[C:9]([C:16]2[CH:15]=[CH:14][C:13]([Cl:12])=[C:18]([Cl:19])[CH:17]=2)[CH:8]=[CH:7][N:6]=1)=[O:4], predict the reactants needed to synthesize it. The reactants are: [CH3:1][O:2][C:3]([C:5]1[CH:10]=[C:9](Br)[CH:8]=[CH:7][N:6]=1)=[O:4].[Cl:12][C:13]1[CH:14]=[C:15](B(O)O)[CH:16]=[CH:17][C:18]=1[Cl:19]. (7) Given the product [I:17][C:18]1[CH:19]=[CH:20][C:21]([CH:22]([C:2]2[C:7]([C:8]([F:11])([F:10])[F:9])=[CH:6][CH:5]=[CH:4][N:3]=2)[NH:23][S:24]([C:26]([CH3:29])([CH3:28])[CH3:27])=[O:25])=[CH:30][CH:31]=1, predict the reactants needed to synthesize it. The reactants are: Br[C:2]1[C:7]([C:8]([F:11])([F:10])[F:9])=[CH:6][CH:5]=[CH:4][N:3]=1.C([Li])CCC.[I:17][C:18]1[CH:31]=[CH:30][C:21]([CH:22]=[N:23][S:24]([C:26]([CH3:29])([CH3:28])[CH3:27])=[O:25])=[CH:20][CH:19]=1.